The task is: Predict which catalyst facilitates the given reaction.. This data is from Catalyst prediction with 721,799 reactions and 888 catalyst types from USPTO. (1) Reactant: CC(C[AlH]CC(C)C)C.[N:10]1[CH:15]=[CH:14][CH:13]=[CH:12][C:11]=1[C@@:16]1([CH2:26][C:27]#N)[CH2:25][C:20]2([CH2:24][CH2:23][CH2:22][CH2:21]2)[O:19][CH2:18][CH2:17]1.C[OH:30].O. Product: [N:10]1[CH:15]=[CH:14][CH:13]=[CH:12][C:11]=1[C@@:16]1([CH2:26][CH:27]=[O:30])[CH2:25][C:20]2([CH2:24][CH2:23][CH2:22][CH2:21]2)[O:19][CH2:18][CH2:17]1. The catalyst class is: 11. (2) Reactant: [Cl:1][C:2]1[CH:10]=[CH:9][C:8]([I:11])=[CH:7][C:3]=1[C:4](Cl)=[O:5].[Cl-].[Cl-].[Cl-].[Al+3].[C:16]1([O:22][CH3:23])[CH:21]=[CH:20][CH:19]=[CH:18][CH:17]=1. Product: [Cl:1][C:2]1[CH:10]=[CH:9][C:8]([I:11])=[CH:7][C:3]=1[C:4]([C:19]1[CH:20]=[CH:21][C:16]([O:22][CH3:23])=[CH:17][CH:18]=1)=[O:5]. The catalyst class is: 2. (3) Reactant: [CH3:1][O:2][C:3]1[CH:8]=[C:7]([O:9][CH3:10])[CH:6]=[CH:5][C:4]=1[C:11]1[NH:12][C@@H:13]([CH2:18][C:19]2[CH:24]=[CH:23][C:22]([OH:25])=[CH:21][CH:20]=2)[C:14](=[O:17])[S:15][CH:16]=1.COC1C=C(OC)C=CC=1C1CSC(=O)[C@H](CC2C=CC(O)=CC=2)N=1.O1CCCC1. Product: [CH3:1][O:2][C:3]1[CH:8]=[C:7]([O:9][CH3:10])[CH:6]=[CH:5][C:4]=1[C@H:11]1[NH:12][C@@H:13]([CH2:18][C:19]2[CH:20]=[CH:21][C:22]([OH:25])=[CH:23][CH:24]=2)[C:14](=[O:17])[S:15][CH2:16]1. The catalyst class is: 15. (4) Reactant: [Cl:1][C:2]1[C:7]([F:8])=[CH:6][CH:5]=[C:4]([Cl:9])[C:3]=1[C@H:10]([O:12][C:13]1[C:14]([NH2:30])=[N:15][CH:16]=[C:17]([C:19]2[CH:20]=[N:21][N:22]([CH:24]3[CH2:29][CH2:28][NH:27][CH2:26][CH2:25]3)[CH:23]=2)[N:18]=1)[CH3:11].[CH3:31][N:32]([CH2:34][C:35](O)=[O:36])[CH3:33].C1C=CC2N(O)N=NC=2C=1.C(Cl)CCl.C(N(CC)CC)C.BrC1N=C(O[C@@H](C2C(Cl)=CC=C(F)C=2Cl)C)C(N)=NC=1. Product: [NH2:30][C:14]1[N:15]=[CH:16][C:17]([C:19]2[CH:20]=[N:21][N:22]([CH:24]3[CH2:29][CH2:28][N:27]([C:35](=[O:36])[CH2:34][N:32]([CH3:33])[CH3:31])[CH2:26][CH2:25]3)[CH:23]=2)=[N:18][C:13]=1[O:12][C@@H:10]([C:3]1[C:4]([Cl:9])=[CH:5][CH:6]=[C:7]([F:8])[C:2]=1[Cl:1])[CH3:11]. The catalyst class is: 3.